From a dataset of Full USPTO retrosynthesis dataset with 1.9M reactions from patents (1976-2016). Predict the reactants needed to synthesize the given product. (1) Given the product [NH2:11][C:14]1[CH:15]=[CH:16][C:17]([CH2:20][CH2:21][C:22]([OH:24])=[O:23])=[CH:18][CH:19]=1, predict the reactants needed to synthesize it. The reactants are: C(O)=O.C(N(CC)CC)C.[N+:11]([C:14]1[CH:19]=[CH:18][C:17]([CH2:20][CH2:21][C:22]([OH:24])=[O:23])=[CH:16][CH:15]=1)([O-])=O.C. (2) Given the product [F:1][C:2]1[CH:17]=[CH:16][C:5]2[NH:6]/[C:7](=[CH:10]\[C:11]([NH:19][CH3:18])=[O:12])/[CH2:8][O:9][C:4]=2[CH:3]=1, predict the reactants needed to synthesize it. The reactants are: [F:1][C:2]1[CH:17]=[CH:16][C:5]2[NH:6]/[C:7](=[CH:10]\[C:11](OCC)=[O:12])/[CH2:8][O:9][C:4]=2[CH:3]=1.[CH3:18][NH2:19]. (3) Given the product [NH2:1][C:2]1[N:11]=[CH:10][C:9]2[C:8]([NH:15][C:16]3[CH:21]=[CH:20][CH:19]=[CH:18][C:17]=3[C:22]([F:23])([F:24])[F:25])=[N:7][CH:6]=[N:5][C:4]=2[CH:3]=1, predict the reactants needed to synthesize it. The reactants are: [NH2:1][C:2]1[N:11]=[CH:10][C:9]2[C:8](SC)=[N:7][CH:6]=[N:5][C:4]=2[CH:3]=1.Cl.[NH2:15][C:16]1[CH:21]=[CH:20][CH:19]=[CH:18][C:17]=1[C:22]([F:25])([F:24])[F:23].NC1C=CC=CC=1C(F)(F)F.C([O-])(O)=O.[Na+]. (4) The reactants are: [CH3:1][C:2]1[CH:3]=[C:4]([CH:9]2[CH2:14][N:13]([C:15]([N:17]3[CH2:22][CH2:21][O:20][CH2:19][CH2:18]3)=[O:16])[CH2:12][CH:11]([C:23](O)=[O:24])[CH2:10]2)[CH:5]=[CH:6][C:7]=1[CH3:8].O[N:27]=[C:28]([NH2:30])[CH3:29]. Given the product [CH3:1][C:2]1[CH:3]=[C:4]([CH:9]2[CH2:10][CH:11]([C:23]3[O:24][N:30]=[C:28]([CH3:29])[N:27]=3)[CH2:12][N:13]([C:15]([N:17]3[CH2:18][CH2:19][O:20][CH2:21][CH2:22]3)=[O:16])[CH2:14]2)[CH:5]=[CH:6][C:7]=1[CH3:8], predict the reactants needed to synthesize it. (5) Given the product [CH2:1]([O:8][C:9]1[CH:18]=[CH:17][CH:16]=[C:15]2[C:10]=1[CH2:11][CH2:12][CH2:13][CH:14]2[C:19]([N:21]([CH2:22][C:23]1[CH:27]=[N:26][N:25]([CH2:38][C:39]([O:41][CH2:42][CH3:43])=[O:40])[CH:24]=1)[C:28]1[CH:29]=[CH:30][C:31]([CH:34]([CH3:36])[CH3:35])=[CH:32][CH:33]=1)=[O:20])[C:2]1[CH:3]=[CH:4][CH:5]=[CH:6][CH:7]=1, predict the reactants needed to synthesize it. The reactants are: [CH2:1]([O:8][C:9]1[CH:18]=[CH:17][CH:16]=[C:15]2[C:10]=1[CH2:11][CH2:12][CH2:13][CH:14]2[C:19]([N:21]([C:28]1[CH:33]=[CH:32][C:31]([CH:34]([CH3:36])[CH3:35])=[CH:30][CH:29]=1)[CH2:22][C:23]1[CH:24]=[N:25][NH:26][CH:27]=1)=[O:20])[C:2]1[CH:7]=[CH:6][CH:5]=[CH:4][CH:3]=1.Br[CH2:38][C:39]([O:41][CH2:42][CH3:43])=[O:40]. (6) Given the product [Cl:28][CH2:27][CH2:26][CH2:25][O:1][C:2]1[CH:3]=[CH:4][C:5]([C:8]2[CH:13]=[CH:12][C:11]([C:14]([O:16][CH3:17])=[O:15])=[CH:10][CH:9]=2)=[CH:6][CH:7]=1, predict the reactants needed to synthesize it. The reactants are: [OH:1][C:2]1[CH:7]=[CH:6][C:5]([C:8]2[CH:13]=[CH:12][C:11]([C:14]([O:16][CH3:17])=[O:15])=[CH:10][CH:9]=2)=[CH:4][CH:3]=1.C([O-])([O-])=O.[K+].[K+].Br[CH2:25][CH2:26][CH2:27][Cl:28].